Task: Regression. Given a peptide amino acid sequence and an MHC pseudo amino acid sequence, predict their binding affinity value. This is MHC class I binding data.. Dataset: Peptide-MHC class I binding affinity with 185,985 pairs from IEDB/IMGT (1) The peptide sequence is EVCQATSQY. The binding affinity (normalized) is 0.213. The MHC is HLA-B40:01 with pseudo-sequence HLA-B40:01. (2) The peptide sequence is ILNRETLLDFV. The MHC is HLA-B07:02 with pseudo-sequence HLA-B07:02. The binding affinity (normalized) is 0.0847. (3) The MHC is HLA-A23:01 with pseudo-sequence HLA-A23:01. The peptide sequence is TAEDMLNPNY. The binding affinity (normalized) is 0. (4) The peptide sequence is IILAALFMY. The MHC is HLA-A33:01 with pseudo-sequence HLA-A33:01. The binding affinity (normalized) is 0.122. (5) The peptide sequence is WLRAHPVAI. The MHC is HLA-B58:01 with pseudo-sequence HLA-B58:01. The binding affinity (normalized) is 0.213. (6) The peptide sequence is MTKEASREY. The MHC is HLA-A30:02 with pseudo-sequence HLA-A30:02. The binding affinity (normalized) is 0.611. (7) The peptide sequence is IMRMCHEGIN. The MHC is H-2-Kb with pseudo-sequence H-2-Kb. The binding affinity (normalized) is 0.0615. (8) The peptide sequence is VVECLTVPNI. The MHC is HLA-A68:02 with pseudo-sequence HLA-A68:02. The binding affinity (normalized) is 0.239. (9) The peptide sequence is FLRKNQRAL. The binding affinity (normalized) is 0.450. The MHC is HLA-C12:03 with pseudo-sequence HLA-C12:03. (10) The peptide sequence is GLADQLIHM. The MHC is HLA-A02:19 with pseudo-sequence HLA-A02:19. The binding affinity (normalized) is 0.534.